Dataset: Peptide-MHC class II binding affinity with 134,281 pairs from IEDB. Task: Regression. Given a peptide amino acid sequence and an MHC pseudo amino acid sequence, predict their binding affinity value. This is MHC class II binding data. (1) The peptide sequence is SHLIKIPLLIGYGNK. The MHC is HLA-DPA10201-DPB10501 with pseudo-sequence HLA-DPA10201-DPB10501. The binding affinity (normalized) is 0.583. (2) The peptide sequence is LNKNKYLTVIDKDAFG. The MHC is DRB1_0302 with pseudo-sequence DRB1_0302. The binding affinity (normalized) is 0. (3) The peptide sequence is EVAKLDVVKLLYNEQ. The MHC is DRB1_0901 with pseudo-sequence DRB1_0901. The binding affinity (normalized) is 0.330. (4) The peptide sequence is GSFVRTVSLPVGADE. The MHC is DRB1_1101 with pseudo-sequence DRB1_1101. The binding affinity (normalized) is 0.807. (5) The peptide sequence is GVKGFTLGRDGHEKP. The MHC is DRB3_0202 with pseudo-sequence DRB3_0202. The binding affinity (normalized) is 0. (6) The peptide sequence is PNITATYGDKWLDAK. The MHC is DRB1_1501 with pseudo-sequence DRB1_1501. The binding affinity (normalized) is 0.411.